Dataset: Catalyst prediction with 721,799 reactions and 888 catalyst types from USPTO. Task: Predict which catalyst facilitates the given reaction. (1) Reactant: [N:1]1([CH2:7][CH2:8][C:9]2[CH:18]=[CH:17][C:12]3[C:13](=[O:16])[O:14][CH2:15][C:11]=3[CH:10]=2)[CH2:6][CH2:5][NH:4][CH2:3][CH2:2]1.[F:19][C:20]1[C:21]([CH2:30][CH:31]=O)=[CH:22][C:23]([O:28][CH3:29])=[C:24]([CH:27]=1)[C:25]#[N:26].C([BH3-])#N.[Na+]. Product: [F:19][C:20]1[C:21]([CH2:30][CH2:31][N:4]2[CH2:5][CH2:6][N:1]([CH2:7][CH2:8][C:9]3[CH:18]=[CH:17][C:12]4[C:13](=[O:16])[O:14][CH2:15][C:11]=4[CH:10]=3)[CH2:2][CH2:3]2)=[CH:22][C:23]([O:28][CH3:29])=[C:24]([CH:27]=1)[C:25]#[N:26]. The catalyst class is: 5. (2) Reactant: C[Si](C)(C)[NH:3][Si](C)(C)C.[Li]CCCC.[F:15][C:16]1[CH:23]=[CH:22][C:19]([C:20]#[N:21])=[CH:18][CH:17]=1.Cl. Product: [F:15][C:16]1[CH:23]=[CH:22][C:19]([C:20]([NH2:3])=[NH:21])=[CH:18][CH:17]=1. The catalyst class is: 28. (3) Reactant: [CH:1]1([N:4]([CH2:20][C:21]2[CH:26]=[CH:25][C:24]([O:27][CH3:28])=[CH:23][CH:22]=2)[C:5]2[C:10]3=[N:11][CH:12]=[C:13]([C:14]#[N:15])[N:9]3[N:8]=[C:7](S(C)(=O)=O)[N:6]=2)[CH2:3][CH2:2]1.[C:29]([O:33][C:34](=[O:60])[NH:35][C@@H:36]1[CH2:41][CH2:40][N:39]([C:42]2[CH:47]=[C:46]([C:48]#[N:49])[CH:45]=[C:44]([NH2:50])[C:43]=2[Cl:51])[CH2:38][C@H:37]1[O:52][Si:53]([C:56]([CH3:59])([CH3:58])[CH3:57])([CH3:55])[CH3:54])([CH3:32])([CH3:31])[CH3:30].C(=O)([O-])[O-].[Cs+].[Cs+]. Product: [C:29]([O:33][C:34](=[O:60])[NH:35][C@@H:36]1[CH2:41][CH2:40][N:39]([C:42]2[CH:47]=[C:46]([C:48]#[N:49])[CH:45]=[C:44]([NH:50][C:7]3[N:6]=[C:5]([N:4]([CH:1]4[CH2:3][CH2:2]4)[CH2:20][C:21]4[CH:26]=[CH:25][C:24]([O:27][CH3:28])=[CH:23][CH:22]=4)[C:10]4=[N:11][CH:12]=[C:13]([C:14]#[N:15])[N:9]4[N:8]=3)[C:43]=2[Cl:51])[CH2:38][C@H:37]1[O:52][Si:53]([C:56]([CH3:59])([CH3:58])[CH3:57])([CH3:54])[CH3:55])([CH3:32])([CH3:30])[CH3:31]. The catalyst class is: 39. (4) Reactant: [F:1][C:2]1[CH:3]=[C:4]([CH:6]=[C:7]([F:11])[C:8]=1[O:9][CH3:10])[NH2:5].[N:12]([O-])=O.[Na+].O.O.[Sn](Cl)Cl. Product: [F:1][C:2]1[CH:3]=[C:4]([NH:5][NH2:12])[CH:6]=[C:7]([F:11])[C:8]=1[O:9][CH3:10]. The catalyst class is: 223.